Dataset: Catalyst prediction with 721,799 reactions and 888 catalyst types from USPTO. Task: Predict which catalyst facilitates the given reaction. (1) Reactant: Br[C:2]1[CH:17]=[CH:16][N:5]2[C:6](=[O:15])[C:7]3[CH2:14][CH2:13][CH2:12][CH2:11][CH2:10][C:8]=3[N:9]=[C:4]2[CH:3]=1.[C:18]1([C:24]2[N:25]=[CH:26][NH:27][CH:28]=2)[CH:23]=[CH:22][CH:21]=[CH:20][CH:19]=1.C([O-])([O-])=O.[Cs+].[Cs+]. Product: [C:18]1([C:24]2[N:25]=[CH:26][N:27]([C:2]3[CH:17]=[CH:16][N:5]4[C:6](=[O:15])[C:7]5[CH2:14][CH2:13][CH2:12][CH2:11][CH2:10][C:8]=5[N:9]=[C:4]4[CH:3]=3)[CH:28]=2)[CH:19]=[CH:20][CH:21]=[CH:22][CH:23]=1. The catalyst class is: 580. (2) Reactant: [CH2:1]1[C:10]2[CH:5]([CH2:6][CH2:7][CH2:8][CH:9]=2)[CH2:4][CH2:3][O:2]1.C1C=C(Cl)C=C(C(OO)=[O:19])C=1. Product: [O:19]1[C@@:10]23[C@H:5]([CH2:4][CH2:3][O:2][CH2:1]2)[CH2:6][CH2:7][CH2:8][CH:9]13. The catalyst class is: 2. (3) Reactant: [Cl:1][C:2]1[CH:7]=[CH:6][CH:5]=[C:4]([F:8])[C:3]=1[NH:9][C:10]1[NH:11][C:12]2[C:18]3[CH2:19][C:20]([CH3:23])([CH3:22])[O:21][C:17]=3[C:16]([C:24]([NH:26][C:27]3[CH:32]=[CH:31][C:30]([C:33]([F:36])([F:35])[F:34])=[CH:29][CH:28]=3)=[O:25])=[CH:15][C:13]=2[N:14]=1.[C:37]([OH:44])(=[O:43])/[CH:38]=[CH:39]\[C:40]([OH:42])=[O:41]. Product: [C:37]([OH:44])(=[O:43])/[CH:38]=[CH:39]\[C:40]([OH:42])=[O:41].[Cl:1][C:2]1[CH:7]=[CH:6][CH:5]=[C:4]([F:8])[C:3]=1[NH:9][C:10]1[NH:11][C:12]2[C:18]3[CH2:19][C:20]([CH3:22])([CH3:23])[O:21][C:17]=3[C:16]([C:24]([NH:26][C:27]3[CH:28]=[CH:29][C:30]([C:33]([F:35])([F:36])[F:34])=[CH:31][CH:32]=3)=[O:25])=[CH:15][C:13]=2[N:14]=1. The catalyst class is: 21.